This data is from Reaction yield outcomes from USPTO patents with 853,638 reactions. The task is: Predict the reaction yield, written as a fraction of the theoretical maximum amount of product (1.0 means a 100% yield; for example, 0.34 means a 34% yield). (1) The reactants are [Cl:1][C:2]1[CH:28]=[CH:27][CH:26]=[C:25]([Cl:29])[C:3]=1[C:4]([NH:6][C@H:7]([C:21]([O:23]C)=[O:22])[CH2:8][C:9]1[CH:14]=[CH:13][C:12]([C:15]2[CH2:16][CH2:17][NH:18][CH2:19][CH:20]=2)=[CH:11][CH:10]=1)=[O:5].[C:30]1([S:36](Cl)(=[O:38])=[O:37])[CH:35]=[CH:34][CH:33]=[CH:32][CH:31]=1. The catalyst is N1C=CC=CC=1. The product is [Cl:29][C:25]1[CH:26]=[CH:27][CH:28]=[C:2]([Cl:1])[C:3]=1[C:4]([NH:6][C@H:7]([C:21]([OH:23])=[O:22])[CH2:8][C:9]1[CH:14]=[CH:13][C:12]([C:15]2[CH2:16][CH2:17][N:18]([S:36]([C:30]3[CH:35]=[CH:34][CH:33]=[CH:32][CH:31]=3)(=[O:38])=[O:37])[CH2:19][CH:20]=2)=[CH:11][CH:10]=1)=[O:5]. The yield is 0.170. (2) The reactants are [C:1]1([C@H:7]([CH2:9][OH:10])[NH2:8])[CH:6]=[CH:5][CH:4]=[CH:3][CH:2]=1.[CH3:11][C:12]1[CH:17]=[CH:16][C:15]([NH:18][C:19](=[O:32])[CH2:20][C:21]([C:23]2[CH:28]=[CH:27][C:26]([N+:29]([O-:31])=[O:30])=[CH:25][CH:24]=2)=O)=[CH:14][C:13]=1[C:33]([F:36])([F:35])[F:34].C(O[CH:40](OCC)[CH:41]=[CH2:42])C.C(O)=O. The catalyst is O1CCOCC1.ClCCl. The product is [CH3:11][C:12]1[CH:17]=[CH:16][C:15]([NH:18][C:19]([C:20]2[CH2:40][CH2:41][CH:42]3[O:10][CH2:9][C@@H:7]([C:1]4[CH:6]=[CH:5][CH:4]=[CH:3][CH:2]=4)[N:8]3[C:21]=2[C:23]2[CH:28]=[CH:27][C:26]([N+:29]([O-:31])=[O:30])=[CH:25][CH:24]=2)=[O:32])=[CH:14][C:13]=1[C:33]([F:36])([F:35])[F:34]. The yield is 0.800. (3) The reactants are [C:1]([O:5][C:6]([N:8]([CH2:25][C@H:26]1[CH2:35][CH2:34][C:33]2[C:28](=[CH:29][CH:30]=[C:31]([C:36]3[CH:37]=[C:38]([CH:43]=[CH:44][CH:45]=3)[C:39]([O:41]C)=[O:40])[CH:32]=2)[O:27]1)[CH2:9][C@H:10]([O:17][Si:18]([C:21]([CH3:24])([CH3:23])[CH3:22])([CH3:20])[CH3:19])[C:11]1[CH:12]=[N:13][CH:14]=[CH:15][CH:16]=1)=[O:7])([CH3:4])([CH3:3])[CH3:2].[OH-].[Na+]. The catalyst is O1CCCC1.O.CO. The product is [C:1]([O:5][C:6]([N:8]([CH2:25][C@H:26]1[CH2:35][CH2:34][C:33]2[C:28](=[CH:29][CH:30]=[C:31]([C:36]3[CH:37]=[C:38]([CH:43]=[CH:44][CH:45]=3)[C:39]([OH:41])=[O:40])[CH:32]=2)[O:27]1)[CH2:9][C@H:10]([O:17][Si:18]([C:21]([CH3:24])([CH3:23])[CH3:22])([CH3:20])[CH3:19])[C:11]1[CH:12]=[N:13][CH:14]=[CH:15][CH:16]=1)=[O:7])([CH3:2])([CH3:3])[CH3:4]. The yield is 0.780. (4) The reactants are [Br:1][C:2]1[C:7]([OH:8])=[C:6]([F:9])[C:5]([CH2:10][CH2:11][CH2:12][CH2:13][CH3:14])=[CH:4][CH:3]=1.[Br:15][C:16]1[C:21]([C:22](O)=[O:23])=[C:20]([F:25])[C:19]([CH3:26])=[CH:18][CH:17]=1.C(O)(=O)C(O)=O. The catalyst is CN(C)C1C=CN=CC=1.ClCCl. The product is [Br:15][C:16]1[C:21]([C:22]([O:8][C:7]2[C:2]([Br:1])=[CH:3][CH:4]=[C:5]([CH2:10][CH2:11][CH2:12][CH2:13][CH3:14])[C:6]=2[F:9])=[O:23])=[C:20]([F:25])[C:19]([CH3:26])=[CH:18][CH:17]=1. The yield is 0.910. (5) The reactants are [I:1][C:2]1[N:3]=[CH:4][NH:5][CH:6]=1.[H-].[Na+].Br[CH2:10][C:11]([O:13][CH2:14][CH3:15])=[O:12]. The catalyst is C1COCC1. The product is [I:1][C:2]1[N:3]=[CH:4][N:5]([CH2:10][C:11]([O:13][CH2:14][CH3:15])=[O:12])[CH:6]=1. The yield is 0.670. (6) The reactants are [CH3:1][O:2][C:3]([C:5]1[CH:14]=[CH:13][C:12]2[C:7](=[CH:8][CH:9]=[C:10](Br)[CH:11]=2)[CH:6]=1)=[O:4].C(=O)([O-])[O-].[Cs+].[Cs+].[NH:22]1[CH2:27][CH2:26][CH2:25][CH2:24][CH2:23]1.C([O-])(O)=O.[Na+]. The catalyst is C1(C)C=CC=CC=1.C([O-])(=O)C.[Pd+2].C([O-])(=O)C.C1C=CC(P(C2C(C3C(P(C4C=CC=CC=4)C4C=CC=CC=4)=CC=C4C=3C=CC=C4)=C3C(C=CC=C3)=CC=2)C2C=CC=CC=2)=CC=1. The product is [CH3:1][O:2][C:3]([C:5]1[CH:14]=[CH:13][C:12]2[C:7](=[CH:8][CH:9]=[C:10]([N:22]3[CH2:27][CH2:26][CH2:25][CH2:24][CH2:23]3)[CH:11]=2)[CH:6]=1)=[O:4]. The yield is 0.400.